This data is from Peptide-MHC class I binding affinity with 185,985 pairs from IEDB/IMGT. The task is: Regression. Given a peptide amino acid sequence and an MHC pseudo amino acid sequence, predict their binding affinity value. This is MHC class I binding data. (1) The peptide sequence is FITKEIKNR. The MHC is HLA-A11:01 with pseudo-sequence HLA-A11:01. The binding affinity (normalized) is 0. (2) The peptide sequence is PPIPVGDIY. The MHC is HLA-B27:05 with pseudo-sequence HLA-B27:05. The binding affinity (normalized) is 0.0847. (3) The peptide sequence is GTSWFITQR. The MHC is HLA-A11:01 with pseudo-sequence HLA-A11:01. The binding affinity (normalized) is 0.827. (4) The peptide sequence is EEHYLMHPA. The MHC is Mamu-A11 with pseudo-sequence Mamu-A11. The binding affinity (normalized) is 0.380. (5) The peptide sequence is DRPIPTTAEPL. The MHC is Mamu-A01 with pseudo-sequence Mamu-A01. The binding affinity (normalized) is 0.139. (6) The peptide sequence is YGSWFGLIY. The MHC is HLA-A26:01 with pseudo-sequence HLA-A26:01. The binding affinity (normalized) is 0.0847. (7) The peptide sequence is YSHYSHNPK. The MHC is HLA-B46:01 with pseudo-sequence HLA-B46:01. The binding affinity (normalized) is 0.0847. (8) The peptide sequence is VTRQIHNPR. The MHC is HLA-B15:01 with pseudo-sequence HLA-B15:01. The binding affinity (normalized) is 0.0847.